From a dataset of Aqueous solubility values for 9,982 compounds from the AqSolDB database. Regression/Classification. Given a drug SMILES string, predict its absorption, distribution, metabolism, or excretion properties. Task type varies by dataset: regression for continuous measurements (e.g., permeability, clearance, half-life) or binary classification for categorical outcomes (e.g., BBB penetration, CYP inhibition). For this dataset (solubility_aqsoldb), we predict Y. (1) The drug is CCCCCCCl. The Y is -3.12 log mol/L. (2) The compound is CC(=O)C(N=Nc1ccc(S(=O)(=O)[O-])cc1[N+](=O)[O-])C(=O)Nc1ccccc1Cl.[Ca+2]. The Y is -5.45 log mol/L.